From a dataset of Full USPTO retrosynthesis dataset with 1.9M reactions from patents (1976-2016). Predict the reactants needed to synthesize the given product. (1) Given the product [CH:5]12[O:8][CH:1]([CH:7]=[CH:6]1)[CH2:2][CH:3]([C:9]1[NH:37][C:38]3[C:39](=[O:52])[N:40]([CH2:49][CH2:50][CH3:51])[C:41](=[O:48])[N:42]([CH2:45][CH2:46][CH3:47])[C:43]=3[N:44]=1)[CH2:4]2, predict the reactants needed to synthesize it. The reactants are: [CH:1]12[O:8][CH:5]([CH:6]=[CH:7]1)[CH2:4][CH:3]([C:9](O)=O)[CH2:2]2.CN(C(ON1N=NC2C=CC=NC1=2)=[N+](C)C)C.F[P-](F)(F)(F)(F)F.Cl.[NH2:37][C:38]1[C:39](=[O:52])[N:40]([CH2:49][CH2:50][CH3:51])[C:41](=[O:48])[N:42]([CH2:45][CH2:46][CH3:47])[C:43]=1[NH2:44].CCN(C(C)C)C(C)C. (2) Given the product [CH2:12]([NH:11][C:8]1[CH:9]=[CH:10][C:5]2[N:6]([C:2]([C:23]3[CH:22]=[C:21]4[C:26](=[CH:25][CH:24]=3)[C:17](=[O:16])[NH:18][CH2:19][CH2:20]4)=[CH:3][N:4]=2)[N:7]=1)[CH2:13][CH2:14][CH3:15], predict the reactants needed to synthesize it. The reactants are: Br[C:2]1[N:6]2[N:7]=[C:8]([NH:11][CH2:12][CH2:13][CH2:14][CH3:15])[CH:9]=[CH:10][C:5]2=[N:4][CH:3]=1.[O:16]=[C:17]1[C:26]2[C:21](=[CH:22][C:23](B(O)O)=[CH:24][CH:25]=2)[CH2:20][CH2:19][NH:18]1.P([O-])([O-])([O-])=O.[K+].[K+].[K+].COCCOC. (3) Given the product [Br:10][CH2:8][C:7]1[S:6][CH:5]=[N:4][C:3]=1[CH2:1][CH3:2], predict the reactants needed to synthesize it. The reactants are: [CH2:1]([C:3]1[N:4]=[CH:5][S:6][C:7]=1[CH2:8]O)[CH3:2].[Br:10]P(Br)Br. (4) Given the product [NH2:14][C:2]1[C:7]([Cl:8])=[C:6]([Cl:9])[N:5]=[C:4]([C:10]([Cl:13])([Cl:12])[Cl:11])[CH:3]=1, predict the reactants needed to synthesize it. The reactants are: Cl[C:2]1[C:7]([Cl:8])=[C:6]([Cl:9])[N:5]=[C:4]([C:10]([Cl:13])([Cl:12])[Cl:11])[CH:3]=1.[N-:14]=[N+]=[N-].[Na+].O.[BH4-].[Na+]. (5) Given the product [F:22][C:16]1[C:17]([F:21])=[CH:18][CH:19]=[CH:20][C:15]=1[CH2:14][S:13][C:7]1[N:6]=[C:5]([NH:23][C@H:24]([CH3:27])[CH2:25][OH:26])[C:4]2[N:3]=[C:2]([NH:31][CH2:30][CH2:28][OH:29])[C:11](=[O:12])[NH:10][C:9]=2[N:8]=1, predict the reactants needed to synthesize it. The reactants are: Br[C:2]1[C:11](=[O:12])[NH:10][C:9]2[N:8]=[C:7]([S:13][CH2:14][C:15]3[CH:20]=[CH:19][CH:18]=[C:17]([F:21])[C:16]=3[F:22])[N:6]=[C:5]([NH:23][C@H:24]([CH3:27])[CH2:25][OH:26])[C:4]=2[N:3]=1.[CH2:28]([CH2:30][NH2:31])[OH:29].C(N(CC)C(C)C)(C)C. (6) Given the product [Cl:1][C:2]1[C:11]2[C:6](=[CH:7][C:8]([S:12]([N:15]([C:16]3[CH:34]=[CH:33][O:32][N:20]=3)[CH2:21][C:22]3[CH:23]=[CH:24][C:25]([O:28][CH3:29])=[CH:26][CH:27]=3)(=[O:13])=[O:14])=[CH:9][CH:10]=2)[C:5](=[O:30])[NH:4][N:3]=1, predict the reactants needed to synthesize it. The reactants are: [Cl:1][C:2]1[C:11]2[C:6](=[CH:7][C:8]([S:12]([N:15]([CH2:21][C:22]3[CH:27]=[CH:26][C:25]([O:28][CH3:29])=[CH:24][CH:23]=3)[C:16]3SC=N[N:20]=3)(=[O:14])=[O:13])=[CH:9][CH:10]=2)[C:5](=[O:30])[NH:4][N:3]=1.C[O:32][C:33]1C=CC(CNC2C=CON=2)=C[CH:34]=1. (7) Given the product [CH3:17][O:16][C:14](=[O:15])[C:13]([CH3:19])([CH3:18])[CH2:12][CH2:11][CH2:10][C:7]1[CH:8]=[CH:9][C:4]([C:2]([N:34]2[C:35]3[C:40](=[CH:39][CH:38]=[CH:37][CH:36]=3)[C@H:31]([N:27]([C:28](=[O:30])[CH3:29])[C:24]3[CH:23]=[CH:22][C:21]([Cl:20])=[CH:26][CH:25]=3)[CH2:32][C@@H:33]2[CH3:41])=[O:3])=[CH:5][CH:6]=1, predict the reactants needed to synthesize it. The reactants are: Cl[C:2]([C:4]1[CH:9]=[CH:8][C:7]([CH2:10][CH2:11][CH2:12][C:13]([CH3:19])([CH3:18])[C:14]([O:16][CH3:17])=[O:15])=[CH:6][CH:5]=1)=[O:3].[Cl:20][C:21]1[CH:26]=[CH:25][C:24]([N:27]([C@H:31]2[C:40]3[C:35](=[CH:36][CH:37]=[CH:38][CH:39]=3)[NH:34][C@@H:33]([CH3:41])[CH2:32]2)[C:28](=[O:30])[CH3:29])=[CH:23][CH:22]=1.C(N(C(C)C)CC)(C)C. (8) The reactants are: Cl.[CH2:2]([O:6][C:7]1[CH:12]=[CH:11][C:10]([CH2:13][CH:14]([NH2:28])[C:15]2[NH:16][CH:17]=[C:18]([C:20]3[CH:25]=[CH:24][C:23]([Cl:26])=[CH:22][C:21]=3[Cl:27])[N:19]=2)=[CH:9][CH:8]=1)[CH2:3][CH2:4][CH3:5].[C:29]([CH:33]1[CH2:38][CH2:37][CH:36]([C:39](O)=[O:40])[CH2:35][CH2:34]1)([CH3:32])([CH3:31])[CH3:30]. Given the product [CH2:2]([O:6][C:7]1[CH:12]=[CH:11][C:10]([CH2:13][C@H:14]([NH:28][C:39]([CH:36]2[CH2:37][CH2:38][CH:33]([C:29]([CH3:32])([CH3:31])[CH3:30])[CH2:34][CH2:35]2)=[O:40])[C:15]2[NH:16][CH:17]=[C:18]([C:20]3[CH:25]=[CH:24][C:23]([Cl:26])=[CH:22][C:21]=3[Cl:27])[N:19]=2)=[CH:9][CH:8]=1)[CH2:3][CH2:4][CH3:5], predict the reactants needed to synthesize it. (9) Given the product [CH3:36][C@H:33]1[CH2:32][CH2:31][C@H:30]([C:29]([N:19]([CH:20]2[CH2:25][CH2:24][CH:23]([C:26]([N:42]3[CH2:43][CH2:44][N:39]([CH3:38])[CH2:40][CH2:41]3)=[O:28])[CH2:22][CH2:21]2)[C:9]2[S:10][C:11]([C:13]3[CH:14]=[CH:15][CH:16]=[CH:17][CH:18]=3)=[CH:12][C:8]=2[C:6]([O:5][C:1]([CH3:2])([CH3:4])[CH3:3])=[O:7])=[O:37])[CH2:35][CH2:34]1, predict the reactants needed to synthesize it. The reactants are: [C:1]([O:5][C:6]([C:8]1[CH:12]=[C:11]([C:13]2[CH:18]=[CH:17][CH:16]=[CH:15][CH:14]=2)[S:10][C:9]=1[N:19]([C:29](=[O:37])[C:30]1[CH:35]=[CH:34][C:33]([CH3:36])=[CH:32][CH:31]=1)[CH:20]1[CH2:25][CH2:24][CH:23]([C:26]([OH:28])=O)[CH2:22][CH2:21]1)=[O:7])([CH3:4])([CH3:3])[CH3:2].[CH3:38][N:39]1[CH2:44][CH2:43][NH:42][CH2:41][CH2:40]1. (10) Given the product [Br:10][C:11]1[CH:16]=[C:15]([C:9]#[C:8][C:6]2[CH:5]=[N:4][CH:3]=[C:2]([Cl:1])[CH:7]=2)[CH:14]=[CH:13][C:12]=1[F:18], predict the reactants needed to synthesize it. The reactants are: [Cl:1][C:2]1[CH:3]=[N:4][CH:5]=[C:6]([C:8]#[CH:9])[CH:7]=1.[Br:10][C:11]1[CH:16]=[C:15](I)[CH:14]=[CH:13][C:12]=1[F:18].C(N(CC)CC)C.